The task is: Predict the reactants needed to synthesize the given product.. This data is from Full USPTO retrosynthesis dataset with 1.9M reactions from patents (1976-2016). Given the product [C:53]([O:52][C:50](=[O:51])[NH:57][CH2:58][C:59](=[O:60])[NH:1][C:2]1[CH:3]=[C:4]([C:10]([C:14]2[CH:19]=[CH:18][C:17]([O:20][CH3:21])=[C:16]([O:22][CH2:23][CH3:24])[CH:15]=2)=[CH:11][C:12]#[N:13])[CH:5]=[CH:6][C:7]=1[O:8][CH3:9])([CH3:56])([CH3:54])[CH3:55], predict the reactants needed to synthesize it. The reactants are: [NH2:1][C:2]1[CH:3]=[C:4]([C:10]([C:14]2[CH:19]=[CH:18][C:17]([O:20][CH3:21])=[C:16]([O:22][CH2:23][CH3:24])[CH:15]=2)=[CH:11][C:12]#[N:13])[CH:5]=[CH:6][C:7]=1[O:8][CH3:9].C1(N=C=NC2CCCCC2)CCCCC1.ON1C2C=CC=CC=2N=N1.[C:50]([NH:57][CH2:58][C:59](O)=[O:60])([O:52][C:53]([CH3:56])([CH3:55])[CH3:54])=[O:51].